This data is from Full USPTO retrosynthesis dataset with 1.9M reactions from patents (1976-2016). The task is: Predict the reactants needed to synthesize the given product. (1) Given the product [C:38]1([C:33]2[N:32]=[C:31]([NH:30][C:28]3[CH:27]=[CH:26][CH:25]=[C:21]([C:16]4[CH:15]=[CH:20][CH:19]=[CH:18][CH:17]=4)[N:29]=3)[CH:36]=[CH:35][CH:34]=2)[CH:43]=[CH:42][CH:41]=[CH:40][CH:39]=1, predict the reactants needed to synthesize it. The reactants are: [C:16]1([CH3:21])[CH:17]=[CH:18][CH:19]=[CH:20][C:15]=1P([C:15]1[CH:20]=[CH:19][CH:18]=[CH:17][C:16]=1[CH3:21])[C:15]1[CH:20]=[CH:19][CH:18]=[CH:17][C:16]=1[CH3:21].BrC1[N:29]=[C:28]([NH:30][C:31]2[CH:36]=[CH:35][CH:34]=[C:33](Br)[N:32]=2)[CH:27]=[CH:26][CH:25]=1.[C:38]1(B(O)O)[CH:43]=[CH:42][CH:41]=[CH:40][CH:39]=1.C(=O)([O-])[O-].[Na+].[Na+]. (2) The reactants are: C([O:8][C:9]1[CH:10]=[C:11]([C:23]2[O:24][C:25]3[C:30]([C:31](=[O:43])[C:32]=2[O:33][CH2:34][P:35](=[O:42])([O:39][CH2:40][CH3:41])[O:36][CH2:37][CH3:38])=[CH:29][CH:28]=[CH:27][CH:26]=3)[CH:12]=[CH:13][C:14]=1[O:15]CC1C=CC=CC=1)C1C=CC=CC=1.[H][H]. Given the product [OH:8][C:9]1[CH:10]=[C:11]([C:23]2[O:24][C:25]3[C:30]([C:31](=[O:43])[C:32]=2[O:33][CH2:34][P:35](=[O:42])([O:39][CH2:40][CH3:41])[O:36][CH2:37][CH3:38])=[CH:29][CH:28]=[CH:27][CH:26]=3)[CH:12]=[CH:13][C:14]=1[OH:15], predict the reactants needed to synthesize it. (3) Given the product [Br:1][C:2]1[C:3]([F:22])=[CH:4][C:5]2[O:15][CH2:14][C:13]([OH:16])([CH:23]([CH3:25])[CH3:24])[C:12]3[S:11][C:10]([C:17]([O:19][CH2:20][CH3:21])=[O:18])=[N:9][C:8]=3[C:6]=2[CH:7]=1, predict the reactants needed to synthesize it. The reactants are: [Br:1][C:2]1[C:3]([F:22])=[CH:4][C:5]2[O:15][CH2:14][C:13](=[O:16])[C:12]3[S:11][C:10]([C:17]([O:19][CH2:20][CH3:21])=[O:18])=[N:9][C:8]=3[C:6]=2[CH:7]=1.[CH:23]([Mg]Br)([CH3:25])[CH3:24].OC1(C)C2SC(C(N)=O)=NC=2C2C=C(C#CC(O)(C)C)C=CC=2OC1. (4) Given the product [Cl:19][C:20]1[CH:25]=[C:24]([Cl:26])[CH:23]=[CH:22][C:21]=1[C:2]1[C:10]2[C:6](=[C:7](/[C:12](/[CH2:16][CH2:17][CH3:18])=[CH:13]/[CH2:14][CH3:15])[N:8]([CH3:11])[N:9]=2)[CH:5]=[CH:4][CH:3]=1, predict the reactants needed to synthesize it. The reactants are: Br[C:2]1[C:10]2[C:6](=[C:7](/[C:12](/[CH2:16][CH2:17][CH3:18])=[CH:13]/[CH2:14][CH3:15])[N:8]([CH3:11])[N:9]=2)[CH:5]=[CH:4][CH:3]=1.[Cl:19][C:20]1[CH:25]=[C:24]([Cl:26])[CH:23]=[CH:22][C:21]=1B(O)O.COCCOC.C([O-])([O-])=O.[Na+].[Na+]. (5) Given the product [F:9][C:10]1[CH:11]=[C:12]([N:16]2[C:20]([CH3:21])=[C:19]([C:22](=[N:2][OH:3])[CH3:23])[CH:18]=[N:17]2)[CH:13]=[CH:14][CH:15]=1, predict the reactants needed to synthesize it. The reactants are: Cl.[NH2:2][OH:3].C(=O)([O-])O.[Na+].[F:9][C:10]1[CH:11]=[C:12]([N:16]2[C:20]([CH3:21])=[C:19]([C:22](=O)[CH3:23])[CH:18]=[N:17]2)[CH:13]=[CH:14][CH:15]=1. (6) Given the product [F:17][C:11]1[CH:12]=[C:13]([F:16])[CH:14]=[CH:15][C:10]=1[CH:8]([OH:9])[C:5]1[CH:6]=[CH:7][C:2]([C:26]2[CH:31]=[CH:30][C:29]([C:32]3([C:35]([NH2:37])=[O:36])[CH2:34][CH2:33]3)=[CH:28][CH:27]=2)=[CH:3][CH:4]=1, predict the reactants needed to synthesize it. The reactants are: Br[C:2]1[CH:7]=[CH:6][C:5]([CH:8]([C:10]2[CH:15]=[CH:14][C:13]([F:16])=[CH:12][C:11]=2[F:17])[OH:9])=[CH:4][CH:3]=1.CC1(C)C(C)(C)OB([C:26]2[CH:31]=[CH:30][C:29]([C:32]3([C:35]([NH2:37])=[O:36])[CH2:34][CH2:33]3)=[CH:28][CH:27]=2)O1.C([O-])([O-])=O.[Na+].[Na+].[OH-].[Na+]. (7) Given the product [CH2:1]([O:3][CH:4]([O:22][CH2:23][CH3:24])[C:5]1[O:13][C:12]2[C:11]([C:14]3[CH:21]=[CH:20][CH:19]=[C:16]([CH2:17][N:25]4[CH2:30][CH2:29][O:28][CH2:27][CH2:26]4)[CH:15]=3)=[CH:10][N:9]=[CH:8][C:7]=2[CH:6]=1)[CH3:2], predict the reactants needed to synthesize it. The reactants are: [CH2:1]([O:3][CH:4]([O:22][CH2:23][CH3:24])[C:5]1[O:13][C:12]2[C:11]([C:14]3[CH:15]=[C:16]([CH:19]=[CH:20][CH:21]=3)[CH:17]=O)=[CH:10][N:9]=[CH:8][C:7]=2[CH:6]=1)[CH3:2].[NH:25]1[CH2:30][CH2:29][O:28][CH2:27][CH2:26]1.C(O)(=O)C.C(O[BH-](OC(=O)C)OC(=O)C)(=O)C.[Na+]. (8) Given the product [NH2:9][C:3]1[N:4]=[CH:5][N:6]=[C:7]([NH:26][CH2:27][C@@H:28]2[CH2:33][CH2:32][N:31]([C:34](=[O:36])[CH2:49][CH2:48][N:45]3[CH2:46][CH2:47][O:42][CH2:43][CH2:44]3)[CH2:30][C@H:29]2[OH:41])[C:2]=1[C:20]1[CH:21]=[CH:22][C:17]([O:10][C:11]2[CH:16]=[CH:15][CH:14]=[CH:13][CH:12]=2)=[CH:18][CH:19]=1, predict the reactants needed to synthesize it. The reactants are: Cl[C:2]1[C:3]([NH2:9])=[N:4][CH:5]=[N:6][C:7]=1Cl.[O:10]([C:17]1[CH:22]=[CH:21][C:20](B(O)O)=[CH:19][CH:18]=1)[C:11]1[CH:16]=[CH:15][CH:14]=[CH:13][CH:12]=1.[NH2:26][CH2:27][C@@H:28]1[CH2:33][CH2:32][N:31]([C:34]([O:36]C(C)(C)C)=O)[CH2:30][C@H:29]1[OH:41].[O:42]1[CH2:47][CH2:46][N:45]([CH2:48][CH2:49]C(O)=O)[CH2:44][CH2:43]1.